Dataset: Full USPTO retrosynthesis dataset with 1.9M reactions from patents (1976-2016). Task: Predict the reactants needed to synthesize the given product. Given the product [CH3:1][O:2][C:3]1[CH:8]=[CH:7][CH:6]=[CH:5][C:4]=1[N:9]1[C:13]([C:14]([F:17])([F:15])[F:16])=[C:12]([C:18]([NH:27][CH2:26][C:25]2[CH:28]=[CH:29][CH:30]=[C:23]([C:22]([F:31])([F:32])[F:21])[CH:24]=2)=[O:19])[CH:11]=[N:10]1, predict the reactants needed to synthesize it. The reactants are: [CH3:1][O:2][C:3]1[CH:8]=[CH:7][CH:6]=[CH:5][C:4]=1[N:9]1[C:13]([C:14]([F:17])([F:16])[F:15])=[C:12]([C:18](O)=[O:19])[CH:11]=[N:10]1.[F:21][C:22]([F:32])([F:31])[C:23]1[CH:24]=[C:25]([CH:28]=[CH:29][CH:30]=1)[CH2:26][NH2:27].